This data is from Forward reaction prediction with 1.9M reactions from USPTO patents (1976-2016). The task is: Predict the product of the given reaction. (1) Given the reactants FC(F)(F)C(O)=O.C([O:12][CH2:13][CH2:14][O:15][NH:16][C:17]([C:19]1[C:20]([NH:30][C:31]2[CH:36]=[CH:35][C:34]([I:37])=[CH:33][C:32]=2[F:38])=[C:21]([CH3:29])[C:22](=[O:28])[N:23]2[C:27]=1[CH2:26][CH2:25][CH2:24]2)=[O:18])(C)(C)C.CO, predict the reaction product. The product is: [OH:12][CH2:13][CH2:14][O:15][NH:16][C:17]([C:19]1[C:20]([NH:30][C:31]2[CH:36]=[CH:35][C:34]([I:37])=[CH:33][C:32]=2[F:38])=[C:21]([CH3:29])[C:22](=[O:28])[N:23]2[C:27]=1[CH2:26][CH2:25][CH2:24]2)=[O:18]. (2) Given the reactants Br[C:2]1[CH:7]=[CH:6][C:5]([CH:8]([CH3:24])[C:9]([N:11]2[C@H:15]([CH3:16])[C@H:14]([C:17]3[CH:22]=[CH:21][CH:20]=[CH:19][CH:18]=3)[O:13][C:12]2=[O:23])=[O:10])=[CH:4][CH:3]=1.[B:25]1([B:25]2[O:29][C:28]([CH3:31])([CH3:30])[C:27]([CH3:33])([CH3:32])[O:26]2)[O:29][C:28]([CH3:31])([CH3:30])[C:27]([CH3:33])([CH3:32])[O:26]1, predict the reaction product. The product is: [CH3:16][C@@H:15]1[C@H:14]([C:17]2[CH:22]=[CH:21][CH:20]=[CH:19][CH:18]=2)[O:13][C:12](=[O:23])[N:11]1[C:9](=[O:10])[CH:8]([C:5]1[CH:6]=[CH:7][C:2]([B:25]2[O:29][C:28]([CH3:31])([CH3:30])[C:27]([CH3:33])([CH3:32])[O:26]2)=[CH:3][CH:4]=1)[CH3:24]. (3) The product is: [O:15]=[C:14]1[CH2:19][CH2:20][C@@H:21]([NH:22][S:23]([CH2:26][CH3:27])(=[O:25])=[O:24])[C@H:12]([CH2:11][O:10][C:9]2[CH:8]=[CH:7][C:6]([N:1]3[CH:5]=[CH:4][CH:3]=[N:2]3)=[CH:29][CH:28]=2)[CH2:13]1. Given the reactants [N:1]1([C:6]2[CH:29]=[CH:28][C:9]([O:10][CH2:11][C@H:12]3[C@H:21]([NH:22][S:23]([CH2:26][CH3:27])(=[O:25])=[O:24])[CH2:20][CH2:19][C:14]4(OCC[O:15]4)[CH2:13]3)=[CH:8][CH:7]=2)[CH:5]=[CH:4][CH:3]=[N:2]1.Cl, predict the reaction product. (4) Given the reactants [CH3:1][O:2][C:3]([C:5]1[C:10]([OH:11])=[C:9]([OH:12])[N:8]=[C:7]([C@@H:13]2[CH2:17][C@H:16]([F:18])[CH2:15][N:14]2[C:19]([O:21][CH2:22][C:23]2[CH:28]=[CH:27][CH:26]=[CH:25][CH:24]=2)=[O:20])[N:6]=1)=[O:4].[C:29](O[C:29](=[O:36])[C:30]1[CH:35]=[CH:34][CH:33]=[CH:32][CH:31]=1)(=[O:36])[C:30]1[CH:35]=[CH:34][CH:33]=[CH:32][CH:31]=1, predict the reaction product. The product is: [CH3:1][O:2][C:3]([C:5]1[C:10]([O:11][C:29](=[O:36])[C:30]2[CH:35]=[CH:34][CH:33]=[CH:32][CH:31]=2)=[C:9]([OH:12])[N:8]=[C:7]([C@@H:13]2[CH2:17][C@H:16]([F:18])[CH2:15][N:14]2[C:19]([O:21][CH2:22][C:23]2[CH:28]=[CH:27][CH:26]=[CH:25][CH:24]=2)=[O:20])[N:6]=1)=[O:4]. (5) Given the reactants C(O[C:6]([N:8]([C:11]1[CH:38]=[CH:37][C:14]([CH2:15][N:16]2[C:20]3=[N:21][C:22]([C:25](=[O:35])[NH:26][S:27]([CH2:30][CH2:31][CH2:32][CH2:33][CH3:34])(=[O:29])=[O:28])=[CH:23][CH:24]=[C:19]3[N:18]=[C:17]2[CH3:36])=[C:13]([Cl:39])[CH:12]=1)CC)=O)(C)(C)C.FC(F)(F)C(O)=O, predict the reaction product. The product is: [Cl:39][C:13]1[CH:12]=[C:11]([NH:8][CH3:6])[CH:38]=[CH:37][C:14]=1[CH2:15][N:16]1[C:20]2=[N:21][C:22]([C:25](=[O:35])[NH:26][S:27]([CH2:30][CH2:31][CH2:32][CH2:33][CH3:34])(=[O:29])=[O:28])=[CH:23][CH:24]=[C:19]2[N:18]=[C:17]1[CH3:36]. (6) Given the reactants Br.C(O)(=O)C.[C:6]([C:9]1[CH:13]=[CH:12][S:11][C:10]=1[S:14]([NH2:17])(=[O:16])=[O:15])(=[O:8])[CH3:7].C1C=C[NH+]=CC=1.[Br:24][Br-]Br, predict the reaction product. The product is: [Br:24][CH2:7][C:6]([C:9]1[CH:13]=[CH:12][S:11][C:10]=1[S:14]([NH2:17])(=[O:15])=[O:16])=[O:8]. (7) Given the reactants [CH2:1]([O:4][C:5]1[CH:6]=[C:7]([CH:10]=[CH:11][C:12]=1[O:13][CH2:14][CH2:15][Br:16])[CH:8]=[O:9])[C:2]#[CH:3].[BH4-].[Na+], predict the reaction product. The product is: [CH2:1]([O:4][C:5]1[CH:6]=[C:7]([CH2:8][OH:9])[CH:10]=[CH:11][C:12]=1[O:13][CH2:14][CH2:15][Br:16])[C:2]#[CH:3].